This data is from Full USPTO retrosynthesis dataset with 1.9M reactions from patents (1976-2016). The task is: Predict the reactants needed to synthesize the given product. (1) Given the product [F:13][C:4]1[CH:3]=[C:2]([B:17]2[O:18][C:19]([CH3:21])([CH3:20])[C:15]([CH3:31])([CH3:14])[O:16]2)[CH:7]=[CH:6][C:5]=1[CH2:8][C:9]([O:11][CH3:12])=[O:10], predict the reactants needed to synthesize it. The reactants are: Br[C:2]1[CH:7]=[CH:6][C:5]([CH2:8][C:9]([O:11][CH3:12])=[O:10])=[C:4]([F:13])[CH:3]=1.[CH3:14][C:15]1([CH3:31])[C:19]([CH3:21])([CH3:20])[O:18][B:17]([B:17]2[O:18][C:19]([CH3:21])([CH3:20])[C:15]([CH3:31])([CH3:14])[O:16]2)[O:16]1.CC([O-])=O.[K+]. (2) Given the product [OH:7][CH2:8][CH2:9][N:10]1[CH:14]=[C:13]([C:15]2[CH:20]=[CH:19][C:18]([N:21]3[C:25]4[N:26]=[C:27]([NH:30][C@@H:31]5[CH2:35][CH2:34][C@@H:33]([C:36]([NH2:38])=[O:37])[CH2:32]5)[N:28]=[CH:29][C:24]=4[N:23]=[N:22]3)=[CH:17][CH:16]=2)[CH:12]=[N:11]1, predict the reactants needed to synthesize it. The reactants are: O1CCCCC1[O:7][CH2:8][CH2:9][N:10]1[CH:14]=[C:13]([C:15]2[CH:20]=[CH:19][C:18]([N:21]3[C:25]4[N:26]=[C:27]([NH:30][C@@H:31]5[CH2:35][CH2:34][C@@H:33]([C:36]([NH2:38])=[O:37])[CH2:32]5)[N:28]=[CH:29][C:24]=4[N:23]=[N:22]3)=[CH:17][CH:16]=2)[CH:12]=[N:11]1.CO.Cl.